This data is from Full USPTO retrosynthesis dataset with 1.9M reactions from patents (1976-2016). The task is: Predict the reactants needed to synthesize the given product. (1) The reactants are: [C:1](#[N:3])[CH3:2].CC([O-])(CC)C.[K+].C1(C)C=CC=CC=1.[CH3:18][C:19]1([C:25](OC)=O)[CH2:24][CH2:23][O:22][CH2:21][CH2:20]1.Cl.[C:30]1([CH3:38])[CH:35]=[CH:34][C:33]([NH:36][NH2:37])=[CH:32][CH:31]=1.Cl. Given the product [CH3:18][C:19]1([C:25]2[CH:2]=[C:1]([NH2:3])[N:36]([C:33]3[CH:34]=[CH:35][C:30]([CH3:38])=[CH:31][CH:32]=3)[N:37]=2)[CH2:24][CH2:23][O:22][CH2:21][CH2:20]1, predict the reactants needed to synthesize it. (2) Given the product [Cl:31][C:28]1[S:27][C:26]([S:23]([N:22]([S:32]([C:35]2[S:36][C:37]([Cl:40])=[CH:38][CH:39]=2)(=[O:33])=[O:34])[C:12]2[C:13]3[C:18](=[CH:17][CH:16]=[CH:15][C:14]=3[CH:19]([F:20])[F:21])[N:10]([CH2:9][C:5]3[CH:4]=[C:3]([CH2:2][NH:1][C:48](=[O:50])[CH3:49])[CH:8]=[CH:7][CH:6]=3)[N:11]=2)(=[O:25])=[O:24])=[CH:30][CH:29]=1, predict the reactants needed to synthesize it. The reactants are: [NH2:1][CH2:2][C:3]1[CH:4]=[C:5]([CH2:9][N:10]2[C:18]3[C:13](=[C:14]([CH:19]([F:21])[F:20])[CH:15]=[CH:16][CH:17]=3)[C:12]([N:22]([S:32]([C:35]3[S:36][C:37]([Cl:40])=[CH:38][CH:39]=3)(=[O:34])=[O:33])[S:23]([C:26]3[S:27][C:28]([Cl:31])=[CH:29][CH:30]=3)(=[O:25])=[O:24])=[N:11]2)[CH:6]=[CH:7][CH:8]=1.C(N(CC)CC)C.[C:48](OC(=O)C)(=[O:50])[CH3:49]. (3) Given the product [CH:26]1([C:29]([NH:31][C:2]2[N:7]=[C:6]([C:8]([NH:10][CH:11]([C:15]3[CH:20]=[CH:19][C:18]([O:21][C:22]([F:25])([F:24])[F:23])=[CH:17][CH:16]=3)[CH2:12][O:13][CH3:14])=[O:9])[CH:5]=[CH:4][N:3]=2)=[O:30])[CH2:28][CH2:27]1, predict the reactants needed to synthesize it. The reactants are: Cl[C:2]1[N:7]=[C:6]([C:8]([NH:10][CH:11]([C:15]2[CH:20]=[CH:19][C:18]([O:21][C:22]([F:25])([F:24])[F:23])=[CH:17][CH:16]=2)[CH2:12][O:13][CH3:14])=[O:9])[CH:5]=[CH:4][N:3]=1.[CH:26]1([C:29]([NH2:31])=[O:30])[CH2:28][CH2:27]1.C1(P(C2C=CC=CC=2)C2C3OC4C(=CC=CC=4P(C4C=CC=CC=4)C4C=CC=CC=4)C(C)(C)C=3C=CC=2)C=CC=CC=1.C(=O)([O-])[O-].[Cs+].[Cs+]. (4) Given the product [CH2:1]([O:3][C:4](=[O:9])[CH2:5][C:6]([NH:17][C:14]1([CH2:13][CH:12]=[O:11])[CH2:16][CH2:15]1)=[O:7])[CH3:2], predict the reactants needed to synthesize it. The reactants are: [CH2:1]([O:3][C:4](=[O:9])[CH2:5][C:6](Cl)=[O:7])[CH3:2].C[O:11][C:12](=O)[CH2:13][C:14]1([NH2:17])[CH2:16][CH2:15]1.C(N(CC)CC)C.C([O-])(O)=O.[Na+].